From a dataset of Full USPTO retrosynthesis dataset with 1.9M reactions from patents (1976-2016). Predict the reactants needed to synthesize the given product. (1) Given the product [N:32]1[C:33]2[C:38](=[CH:37][CH:36]=[CH:35][CH:34]=2)[CH:39]=[C:30]([NH:29][C:16]([CH:13]2[CH2:12][CH2:11][N:10]([C:8]3[CH:7]=[CH:6][C:5]4[S:1][CH:2]=[N:3][C:4]=4[CH:9]=3)[CH2:15][CH2:14]2)=[O:18])[CH:31]=1, predict the reactants needed to synthesize it. The reactants are: [S:1]1[C:5]2[CH:6]=[CH:7][C:8]([N:10]3[CH2:15][CH2:14][CH:13]([C:16]([OH:18])=O)[CH2:12][CH2:11]3)=[CH:9][C:4]=2[N:3]=[CH:2]1.BrC1C=CC2SC=NC=2C=1.[NH2:29][C:30]1[CH:31]=[N:32][C:33]2[C:38]([CH:39]=1)=[CH:37][CH:36]=[CH:35][CH:34]=2. (2) Given the product [CH2:26]([O:28][C:29]([C:31]1[CH:32]=[C:33]([C:2]2[CH:3]=[CH:4][C:5]([CH:8]([C:19]3[CH:24]=[CH:23][CH:22]=[CH:21][C:20]=3[CH3:25])[CH2:9][C:10]([C:12]3[CH:17]=[CH:16][N:15]=[C:14]([CH3:18])[CH:13]=3)=[O:11])=[CH:6][CH:7]=2)[CH:34]=[CH:35][CH:36]=1)=[O:30])[CH3:27], predict the reactants needed to synthesize it. The reactants are: Br[C:2]1[CH:7]=[CH:6][C:5]([CH:8]([C:19]2[CH:24]=[CH:23][CH:22]=[CH:21][C:20]=2[CH3:25])[CH2:9][C:10]([C:12]2[CH:17]=[CH:16][N:15]=[C:14]([CH3:18])[CH:13]=2)=[O:11])=[CH:4][CH:3]=1.[CH2:26]([O:28][C:29]([C:31]1[CH:32]=[C:33](B(O)O)[CH:34]=[CH:35][CH:36]=1)=[O:30])[CH3:27]. (3) Given the product [Br:12][C:13]1[CH:22]=[C:21]2[C:16]([C:17](=[O:35])[N:18]([C:28]3[CH:33]=[CH:32][C:31]([Cl:34])=[CH:30][CH:29]=3)[C:19]3([CH2:27][CH2:26][N:25]([CH:43]([C:45]4[CH:50]=[CH:49][CH:48]=[CH:47][CH:46]=4)[CH3:44])[CH2:24][CH2:23]3)[NH:20]2)=[CH:15][CH:14]=1, predict the reactants needed to synthesize it. The reactants are: S(C1C=CC(C)=CC=1)(O)(=O)=O.[Br:12][C:13]1[CH:22]=[C:21]2[C:16]([C:17](=[O:35])[N:18]([C:28]3[CH:33]=[CH:32][C:31]([Cl:34])=[CH:30][CH:29]=3)[C:19]3([CH2:27][CH2:26][NH:25][CH2:24][CH2:23]3)[NH:20]2)=[CH:15][CH:14]=1.C(=O)([O-])[O-].[Cs+].[Cs+].Br[CH:43]([C:45]1[CH:50]=[CH:49][CH:48]=[CH:47][CH:46]=1)[CH3:44].C([O-])(O)=O.[Na+]. (4) Given the product [F:11][C:12]1[CH:20]=[CH:19][CH:18]=[C:17]2[C:13]=1[CH:14]=[N:15][NH:16]2, predict the reactants needed to synthesize it. The reactants are: CC1C=C(N)C(N)=CC=1C.[F:11][C:12]1[CH:20]=[CH:19][CH:18]=[C:17]2[C:13]=1[C:14](C=O)=[N:15][NH:16]2. (5) Given the product [Cl:10][C:11]1[CH:42]=[CH:41][C:14]([CH2:15][NH:16][C:17]([C:19]2[C:20](=[O:40])[C:21]3[CH:37]=[C:36]([CH2:38][Cl:47])[S:35][C:22]=3[N:23]([CH2:25][CH2:26][CH2:27][O:28][CH:29]3[CH2:34][CH2:33][CH2:32][CH2:31][O:30]3)[CH:24]=2)=[O:18])=[CH:13][CH:12]=1, predict the reactants needed to synthesize it. The reactants are: N1C(C)=CC(C)=CC=1C.[Cl:10][C:11]1[CH:42]=[CH:41][C:14]([CH2:15][NH:16][C:17]([C:19]2[C:20](=[O:40])[C:21]3[CH:37]=[C:36]([CH2:38]O)[S:35][C:22]=3[N:23]([CH2:25][CH2:26][CH2:27][O:28][CH:29]3[CH2:34][CH2:33][CH2:32][CH2:31][O:30]3)[CH:24]=2)=[O:18])=[CH:13][CH:12]=1.CS([Cl:47])(=O)=O. (6) Given the product [Br-:27].[Cl:1][C:2]1[CH:3]=[CH:4][C:5]([C:8]([N:21]2[CH2:22][C:23]([CH3:26])([CH3:25])[CH2:24]2)([CH3:20])[C:9]([O:11][C@@H:12]2[CH:17]3[CH2:18][CH2:19][N+:14]([CH2:28][CH2:29][CH2:30][O:31][C:32]4[CH:37]=[CH:36][CH:35]=[CH:34][CH:33]=4)([CH2:15][CH2:16]3)[CH2:13]2)=[O:10])=[CH:6][CH:7]=1, predict the reactants needed to synthesize it. The reactants are: [Cl:1][C:2]1[CH:7]=[CH:6][C:5]([C:8]([N:21]2[CH2:24][C:23]([CH3:26])([CH3:25])[CH2:22]2)([CH3:20])[C:9]([O:11][C@@H:12]2[CH:17]3[CH2:18][CH2:19][N:14]([CH2:15][CH2:16]3)[CH2:13]2)=[O:10])=[CH:4][CH:3]=1.[Br:27][CH2:28][CH2:29][CH2:30][O:31][C:32]1[CH:37]=[CH:36][CH:35]=[CH:34][CH:33]=1. (7) Given the product [CH2:24]([CH:28]1[CH2:33][CH2:32][N:31]([CH2:2][CH2:3][CH2:4][N:5]2[C:10]3[CH:11]=[C:12]([O:19][CH3:16])[CH:13]=[CH:14][C:9]=3[O:8][CH2:7][C:6]2=[O:15])[CH2:30][CH2:29]1)[CH2:25][CH2:26][CH3:27], predict the reactants needed to synthesize it. The reactants are: Cl[CH2:2][CH2:3][CH2:4][N:5]1[C:10]2[CH:11]=[CH:12][CH:13]=[CH:14][C:9]=2[O:8][CH2:7][C:6]1=[O:15].[C:16]([O-:19])([O-])=O.[K+].[K+].[Na+].[I-].[CH2:24]([CH:28]1[CH2:33][CH2:32][NH:31][CH2:30][CH2:29]1)[CH2:25][CH2:26][CH3:27]. (8) Given the product [NH:5]1[CH2:13][CH2:14][N:15]=[C:4]1[C:3]1[CH:6]=[CH:7][CH:8]=[C:9]([O:10][CH3:11])[C:2]=1[NH2:1], predict the reactants needed to synthesize it. The reactants are: [NH2:1][C:2]1[C:9]([O:10][CH3:11])=[CH:8][CH:7]=[CH:6][C:3]=1[C:4]#[N:5].[S].[CH2:13](N)[CH2:14][NH2:15]. (9) Given the product [NH2:20][CH2:19][CH2:18][CH2:17][N:16]([C@@H:12]([C:8]1[N:7]([NH:31][C:32]2[CH:37]=[CH:36][CH:35]=[CH:34][CH:33]=2)[C:6](=[O:38])[C:5]2[C:10](=[CH:11][C:2]([Cl:1])=[CH:3][CH:4]=2)[N:9]=1)[CH2:13][C:14]#[CH:15])[S:51]([C:48]1[CH:49]=[CH:50][C:45]([CH3:44])=[CH:46][CH:47]=1)(=[O:53])=[O:52], predict the reactants needed to synthesize it. The reactants are: [Cl:1][C:2]1[CH:11]=[C:10]2[C:5]([C:6](=[O:38])[N:7]([NH:31][C:32]3[CH:37]=[CH:36][CH:35]=[CH:34][CH:33]=3)[C:8]([C@H:12]([NH:16][CH2:17][CH2:18][CH2:19][N:20]3C(=O)C4C(=CC=CC=4)C3=O)[CH2:13][C:14]#[CH:15])=[N:9]2)=[CH:4][CH:3]=1.S(Cl)(Cl)(=O)=O.[CH3:44][C:45]1[CH:50]=[CH:49][C:48]([S:51](Cl)(=[O:53])=[O:52])=[CH:47][CH:46]=1.